Dataset: Full USPTO retrosynthesis dataset with 1.9M reactions from patents (1976-2016). Task: Predict the reactants needed to synthesize the given product. (1) Given the product [C:1]([O:5][C:6](=[O:24])[CH2:7][CH2:8][C:9]1[CH:22]=[CH:21][C:20]2[C:11](=[C:12]([NH2:23])[C:13]3[C:18]([N:19]=2)=[CH:17][CH:16]=[CH:15][CH:14]=3)[CH:10]=1)([CH3:4])([CH3:2])[CH3:3], predict the reactants needed to synthesize it. The reactants are: [C:1]([O:5][C:6](=[O:24])[CH:7]=[CH:8][C:9]1[CH:22]=[CH:21][C:20]2[C:11](=[C:12]([NH2:23])[C:13]3[C:18]([N:19]=2)=[CH:17][CH:16]=[CH:15][CH:14]=3)[CH:10]=1)([CH3:4])([CH3:3])[CH3:2]. (2) Given the product [CH3:1][N:2]1[C:6]2[CH:7]=[CH:8][C:9]([N:11]3[CH:16]=[C:15]([C:17]4[NH:18][C:45](=[O:46])[O:20][N:19]=4)[C:14](=[O:21])[N:13]([C@H:22]4[C:30]5[C:25](=[C:26]([C:31]([F:33])([F:34])[F:32])[CH:27]=[CH:28][CH:29]=5)[CH2:24][CH2:23]4)[C:12]3=[O:35])=[CH:10][C:5]=2[N:4]([CH3:36])[C:3]1=[O:37], predict the reactants needed to synthesize it. The reactants are: [CH3:1][N:2]1[C:6]2[CH:7]=[CH:8][C:9]([N:11]3[CH:16]=[C:15]([C:17](=[N:19][OH:20])[NH2:18])[C:14](=[O:21])[N:13]([C@H:22]4[C:30]5[C:25](=[C:26]([C:31]([F:34])([F:33])[F:32])[CH:27]=[CH:28][CH:29]=5)[CH2:24][CH2:23]4)[C:12]3=[O:35])=[CH:10][C:5]=2[N:4]([CH3:36])[C:3]1=[O:37].N1C=CC=CC=1.Cl[C:45](OCC(C)C)=[O:46].Cl.F[P-](F)(F)(F)(F)F.C(N1C=C[N+](C)=C1)C.